Task: Predict the reactants needed to synthesize the given product.. Dataset: Full USPTO retrosynthesis dataset with 1.9M reactions from patents (1976-2016) (1) Given the product [CH3:28][C:23]1([CH3:29])[C:24]([CH3:27])([CH3:26])[O:25][B:21]([C:2]2[CH:7]=[CH:6][C:5]([C:8]34[CH2:15][CH2:14][C:11]([CH2:16][C:17]([O:19][CH3:20])=[O:18])([CH2:12][CH2:13]3)[O:10][CH2:9]4)=[CH:4][CH:3]=2)[O:22]1, predict the reactants needed to synthesize it. The reactants are: Br[C:2]1[CH:7]=[CH:6][C:5]([C:8]23[CH2:15][CH2:14][C:11]([CH2:16][C:17]([O:19][CH3:20])=[O:18])([CH2:12][CH2:13]2)[O:10][CH2:9]3)=[CH:4][CH:3]=1.[B:21]1([B:21]2[O:25][C:24]([CH3:27])([CH3:26])[C:23]([CH3:29])([CH3:28])[O:22]2)[O:25][C:24]([CH3:27])([CH3:26])[C:23]([CH3:29])([CH3:28])[O:22]1.C([O-])(=O)C.[K+]. (2) Given the product [S:53]1[CH:57]=[CH:56][CH:55]=[C:54]1[C:58]([NH:8][CH2:9][CH2:10][CH:11]1[CH2:16][CH2:15][N:14]([C:17]2[C:18]3[S:25][C:24]([C:26]([NH2:28])=[O:27])=[CH:23][C:19]=3[N:20]=[CH:21][N:22]=2)[CH2:13][CH2:12]1)=[O:59], predict the reactants needed to synthesize it. The reactants are: FC(F)(F)C(O)=O.[NH2:8][CH2:9][CH2:10][CH:11]1[CH2:16][CH2:15][N:14]([C:17]2[C:18]3[S:25][C:24]([C:26]([NH2:28])=[O:27])=[CH:23][C:19]=3[N:20]=[CH:21][N:22]=2)[CH2:13][CH2:12]1.CN(C(ON1N=NC2C=CC=NC1=2)=[N+](C)C)C.F[P-](F)(F)(F)(F)F.[S:53]1[CH:57]=[CH:56][CH:55]=[C:54]1[C:58](O)=[O:59].CCN(C(C)C)C(C)C.